Predict the reactants needed to synthesize the given product. From a dataset of Full USPTO retrosynthesis dataset with 1.9M reactions from patents (1976-2016). (1) Given the product [CH3:31][O:30][CH2:29][CH2:28][CH2:27][CH2:26][C:25]1[N:24]([C:32]2[CH:33]=[CH:34][CH:35]=[CH:36][CH:37]=2)[N:23]=[N:22][C:21]=1[C:19]([N:14]([CH2:15][CH:16]([CH3:18])[CH3:17])[C@H:12]1[CH2:11][C@@H:10]([C:38]([N:41]2[CH2:45][CH2:44][CH2:43][CH2:42]2)=[O:39])[CH2:9][N:8]([C:6]([O:5][C:1]([CH3:4])([CH3:2])[CH3:3])=[O:7])[CH2:13]1)=[O:20], predict the reactants needed to synthesize it. The reactants are: [C:1]([O:5][C:6]([N:8]1[CH2:13][C@@H:12]([N:14]([C:19]([C:21]2[N:22]=[N:23][N:24]([C:32]3[CH:37]=[CH:36][CH:35]=[CH:34][CH:33]=3)[C:25]=2[CH2:26][CH2:27][CH2:28][CH2:29][O:30][CH3:31])=[O:20])[CH2:15][CH:16]([CH3:18])[CH3:17])[CH2:11][C@@H:10]([C:38](O)=[O:39])[CH2:9]1)=[O:7])([CH3:4])([CH3:3])[CH3:2].[NH:41]1[CH2:45][CH2:44][CH2:43][CH2:42]1.CCN=C=NCCCN(C)C.Cl.C1C=CC2N(O)N=NC=2C=1.C(N(C(C)C)CC)(C)C.C(=O)([O-])O.[Na+]. (2) The reactants are: [Cl:1][C:2]1[N:6]([CH3:7])[N:5]=[C:4]([C:8]([F:11])([F:10])[F:9])[C:3]=1[C:12]([OH:14])=O.CCN(C(C)C)C(C)C.[B-](F)(F)(F)F.CN(C(ON1C(=O)CCC1=O)=[N+](C)C)C.Cl.[NH2:45][CH:46]1[CH:53]2[CH2:54][CH:49]3[CH2:50][CH:51]([CH2:55][CH:47]1[CH2:48]3)[CH2:52]2. Given the product [CH:47]12[CH2:55][CH:51]3[CH2:50][CH:49]([CH2:54][CH:53]([CH2:52]3)[CH:46]1[NH:45][C:12]([C:3]1[C:4]([C:8]([F:11])([F:10])[F:9])=[N:5][N:6]([CH3:7])[C:2]=1[Cl:1])=[O:14])[CH2:48]2, predict the reactants needed to synthesize it. (3) Given the product [C:1]([O:4][C@@H:5]1[C@@H:18]([O:19][C:20](=[O:22])[CH3:21])[C@H:17]([O:23][C:24](=[O:26])[CH3:25])[CH2:16][S:15][C@H:6]1[O:7][C:8]1[CH:9]=[N:10][CH:11]=[C:12]([C:30]2[CH:31]=[CH:32][C:33]([O:34][CH:35]([CH3:36])[CH3:37])=[C:28]([F:27])[CH:29]=2)[CH:13]=1)(=[O:3])[CH3:2], predict the reactants needed to synthesize it. The reactants are: [C:1]([O:4][C@@H:5]1[C@@H:18]([O:19][C:20](=[O:22])[CH3:21])[C@H:17]([O:23][C:24](=[O:26])[CH3:25])[CH2:16][S:15][C@H:6]1[O:7][C:8]1[CH:9]=[N:10][CH:11]=[C:12](Br)[CH:13]=1)(=[O:3])[CH3:2].[F:27][C:28]1[CH:29]=[C:30](B(O)O)[CH:31]=[CH:32][C:33]=1[O:34][CH:35]([CH3:37])[CH3:36].